Dataset: Catalyst prediction with 721,799 reactions and 888 catalyst types from USPTO. Task: Predict which catalyst facilitates the given reaction. (1) Reactant: [ClH:1].[N:2]1[CH:7]=[CH:6][CH:5]=[CH:4][C:3]=1[CH2:8][O:9][C:10]1[CH:15]=[CH:14][C:13]([NH2:16])=[CH:12][CH:11]=1.[N:17]([O-])=O.[Na+].[O-]S(S([O-])=O)=O.[Na+].[Na+].[OH-].[K+]. Product: [ClH:1].[ClH:1].[N:2]1[CH:7]=[CH:6][CH:5]=[CH:4][C:3]=1[CH2:8][O:9][C:10]1[CH:15]=[CH:14][C:13]([NH:16][NH2:17])=[CH:12][CH:11]=1. The catalyst class is: 809. (2) Reactant: [CH3:1][O:2][C:3](=[O:27])[C@H:4]([NH:16][C:17]([O:19][CH2:20][C:21]1[CH:26]=[CH:25][CH:24]=[CH:23][CH:22]=1)=[O:18])[CH2:5][C:6]1[CH:15]=[CH:14][C:9]2[NH:10][C:11]([CH3:13])=[N:12][C:8]=2[CH:7]=1.C(=O)([O-])[O-].[Na+].[Na+].[CH3:34][Si:35]([CH3:43])([CH3:42])[CH2:36][CH2:37][S:38](Cl)(=[O:40])=[O:39]. Product: [CH3:1][O:2][C:3](=[O:27])[C@H:4]([NH:16][C:17]([O:19][CH2:20][C:21]1[CH:26]=[CH:25][CH:24]=[CH:23][CH:22]=1)=[O:18])[CH2:5][C:6]1[CH:15]=[CH:14][C:9]2[N:10]([S:38]([CH2:37][CH2:36][Si:35]([CH3:43])([CH3:42])[CH3:34])(=[O:40])=[O:39])[C:11]([CH3:13])=[N:12][C:8]=2[CH:7]=1. The catalyst class is: 10.